From a dataset of Forward reaction prediction with 1.9M reactions from USPTO patents (1976-2016). Predict the product of the given reaction. (1) Given the reactants [CH:1]1([NH:6][C:7]2[N:12]3[N:13]=[C:14]([C:23]4[O:24][CH:25]=[CH:26][CH:27]=4)[C:15]([C:16]4[CH:21]=[CH:20][N:19]=[C:18](F)[CH:17]=4)=[C:11]3[CH:10]=[CH:9][CH:8]=2)[CH2:5][CH2:4][CH2:3][CH2:2]1, predict the reaction product. The product is: [CH:1]1([NH:6][C:7]2[N:12]3[N:13]=[C:14]([C:23]4[O:24][CH:25]=[CH:26][CH:27]=4)[C:15]([C:16]4[CH:21]=[CH:20][N:19]=[C:18]([NH:6][CH:1]5[CH2:5][CH2:4][CH2:3][CH2:2]5)[CH:17]=4)=[C:11]3[CH:10]=[CH:9][CH:8]=2)[CH2:5][CH2:4][CH2:3][CH2:2]1. (2) Given the reactants [CH2:1]([C@H:8]1[CH2:12][O:11][C:10](=[O:13])[N:9]1[C:14](=[O:40])[C@@H:15]([O:32][C:33]1[CH:38]=[CH:37][C:36]([CH3:39])=[CH:35][CH:34]=1)[C@@H:16]([C:18]1[CH:23]=[CH:22][C:21]([O:24]CC2C=CC=CC=2)=[CH:20][CH:19]=1)[OH:17])[C:2]1[CH:7]=[CH:6][CH:5]=[CH:4][CH:3]=1.[H][H], predict the reaction product. The product is: [CH2:1]([C@H:8]1[CH2:12][O:11][C:10](=[O:13])[N:9]1[C:14](=[O:40])[C@@H:15]([O:32][C:33]1[CH:38]=[CH:37][C:36]([CH3:39])=[CH:35][CH:34]=1)[C@H:16]([OH:17])[C:18]1[CH:23]=[CH:22][C:21]([OH:24])=[CH:20][CH:19]=1)[C:2]1[CH:7]=[CH:6][CH:5]=[CH:4][CH:3]=1. (3) The product is: [CH3:18][C@H:3]1[C:2](=[O:1])[N:6]([C:7]([O:9][C:10]([CH3:13])([CH3:12])[CH3:11])=[O:8])[C@H:5]([C:14]([O:16][CH3:17])=[O:15])[CH2:4]1. Given the reactants [O:1]=[C:2]1[N:6]([C:7]([O:9][C:10]([CH3:13])([CH3:12])[CH3:11])=[O:8])[C@H:5]([C:14]([O:16][CH3:17])=[O:15])[CH2:4][CH2:3]1.[CH3:18][Si](C)(C)[N-][Si](C)(C)C.[Li+].CI.CC(O)=O, predict the reaction product.